From a dataset of Reaction yield outcomes from USPTO patents with 853,638 reactions. Predict the reaction yield, written as a fraction of the theoretical maximum amount of product (1.0 means a 100% yield; for example, 0.34 means a 34% yield). (1) The reactants are [Br:1][C:2]1[CH:21]=[CH:20][C:5]([CH2:6][C:7]2([C:16](OC)=[O:17])[CH2:12][CH2:11][CH:10]([CH:13]([F:15])[F:14])[CH2:9][CH2:8]2)=[C:4](I)[CH:3]=1.N#N.C([Mg]Cl)(C)C.[Cl-].[Li+]. The catalyst is C1COCC1. The product is [Br:1][C:2]1[CH:21]=[C:20]2[C:5]([CH2:6][C:7]3([CH2:8][CH2:9][CH:10]([CH:13]([F:15])[F:14])[CH2:11][CH2:12]3)[C:16]2=[O:17])=[CH:4][CH:3]=1. The yield is 0.240. (2) The reactants are [NH2:1][CH:2]([CH2:16][C:17]1[CH:22]=[CH:21][CH:20]=[C:19]([O:23][C:24]([F:29])([F:28])[CH:25]([F:27])[F:26])[CH:18]=1)[CH:3]([C:5]1[N:6]=[C:7]([C:10]2[CH:15]=[CH:14][CH:13]=[CH:12][CH:11]=2)[S:8][CH:9]=1)[OH:4].[F:30][C:31]1[C:40]2[C:35](=[CH:36][CH:37]=[CH:38][CH:39]=2)[C:34]([C:41](O)=[O:42])=[CH:33][CH:32]=1.O.ON1C2C=CC=CC=2N=N1.Cl.C(N=C=NCCCN(C)C)C. The catalyst is CN(C)C=O.C(OCC)(=O)C. The product is [F:30][C:31]1[C:40]2[C:35](=[CH:36][CH:37]=[CH:38][CH:39]=2)[C:34]([C:41]([NH:1][CH:2]([CH2:16][C:17]2[CH:22]=[CH:21][CH:20]=[C:19]([O:23][C:24]([F:28])([F:29])[CH:25]([F:26])[F:27])[CH:18]=2)[CH:3]([OH:4])[C:5]2[N:6]=[C:7]([C:10]3[CH:15]=[CH:14][CH:13]=[CH:12][CH:11]=3)[S:8][CH:9]=2)=[O:42])=[CH:33][CH:32]=1. The yield is 0.520. (3) The reactants are [N+:1]([C:4]1[CH:9]=[CH:8][CH:7]=[CH:6][C:5]=1[O:10][CH2:11][C@H:12]1[O:14][CH2:13]1)([O-:3])=[O:2].[Cl:15][C:16]1[CH:17]=[C:18]([CH2:23][CH2:24][NH2:25])[CH:19]=[CH:20][C:21]=1[Cl:22]. The catalyst is C(O)C. The product is [N+:1]([C:4]1[CH:9]=[CH:8][CH:7]=[CH:6][C:5]=1[O:10][CH2:11][C@@H:12]([OH:14])[CH2:13][NH:25][CH2:24][CH2:23][C:18]1[CH:19]=[CH:20][C:21]([Cl:22])=[C:16]([Cl:15])[CH:17]=1)([O-:3])=[O:2]. The yield is 0.990. (4) The reactants are [Cl:1][C:2]1[CH:7]=[CH:6][C:5]([N:8]=[C:9]=[O:10])=[CH:4][C:3]=1[C:11]([F:14])([F:13])[F:12].[CH3:15][NH:16][C:17]([C:19]1[CH:24]=[C:23]([O:25][C:26]2[CH:32]=[CH:31][C:29]([NH2:30])=[CH:28][CH:27]=2)[CH:22]=[CH:21][N:20]=1)=[O:18]. The product is [Cl:1][C:2]1[CH:7]=[CH:6][C:5]([NH:8][C:9]([NH:30][C:29]2[CH:28]=[CH:27][C:26]([O:25][C:23]3[CH:22]=[CH:21][N:20]=[C:19]([C:17](=[O:18])[NH:16][CH3:15])[CH:24]=3)=[CH:32][CH:31]=2)=[O:10])=[CH:4][C:3]=1[C:11]([F:12])([F:13])[F:14]. The catalyst is C(Cl)Cl. The yield is 0.930. (5) The reactants are [CH3:1][N:2]([CH3:33])[CH2:3][C@H:4]([NH:16][S:17]([C:20]1[CH:21]=[N:22][C:23]([O:26][C:27]2[CH:32]=[CH:31][CH:30]=[CH:29][CH:28]=2)=[CH:24][CH:25]=1)(=[O:19])=[O:18])[CH2:5][C:6]([O:8][CH2:9][C:10]1[CH:15]=[CH:14][CH:13]=[CH:12][CH:11]=1)=[O:7].[CH3:34][I:35]. The catalyst is C(Cl)Cl. The product is [I-:35].[CH2:9]([O:8][C:6](=[O:7])[CH2:5][C@@H:4]([NH:16][S:17]([C:20]1[CH:21]=[N:22][C:23]([O:26][C:27]2[CH:32]=[CH:31][CH:30]=[CH:29][CH:28]=2)=[CH:24][CH:25]=1)(=[O:19])=[O:18])[CH2:3][N+:2]([CH3:34])([CH3:1])[CH3:33])[C:10]1[CH:11]=[CH:12][CH:13]=[CH:14][CH:15]=1. The yield is 1.00. (6) The reactants are [CH3:1][N:2]1[CH2:7][CH:6]([C:8]2[CH:13]=[CH:12][CH:11]=[CH:10][CH:9]=2)[N:5]([C:14]2[N:19]=[CH:18][CH:17]=[CH:16][C:15]=2[CH2:20]O)[CH2:4][CH2:3]1.S(=O)(=O)(O)O.N.[OH-].[Na+]. No catalyst specified. The product is [CH3:1][N:2]1[CH2:7][CH:6]2[N:5]([C:14]3[N:19]=[CH:18][CH:17]=[CH:16][C:15]=3[CH2:20][C:9]3[CH:10]=[CH:11][CH:12]=[CH:13][C:8]=32)[CH2:4][CH2:3]1. The yield is 0.950.